This data is from Forward reaction prediction with 1.9M reactions from USPTO patents (1976-2016). The task is: Predict the product of the given reaction. Given the reactants [Cl:1][C:2]1[CH:7]=[C:6]([F:8])[CH:5]=[CH:4][C:3]=1[CH2:9][NH:10][C:11](=[O:24])[CH2:12][C:13]1[C:14]([CH3:23])=[N:15][N:16]([CH2:19][C:20]([OH:22])=O)[C:17]=1[CH3:18].CCN=C=NCCCN(C)C.Cl.ON1C2C=CC=CC=2N=N1.C(N(C(C)C)CC)(C)C.[NH:56]1[CH2:61][CH2:60][O:59][CH2:58][CH2:57]1, predict the reaction product. The product is: [Cl:1][C:2]1[CH:7]=[C:6]([F:8])[CH:5]=[CH:4][C:3]=1[CH2:9][NH:10][C:11](=[O:24])[CH2:12][C:13]1[C:14]([CH3:23])=[N:15][N:16]([CH2:19][C:20]([N:56]2[CH2:61][CH2:60][O:59][CH2:58][CH2:57]2)=[O:22])[C:17]=1[CH3:18].